From a dataset of Full USPTO retrosynthesis dataset with 1.9M reactions from patents (1976-2016). Predict the reactants needed to synthesize the given product. (1) Given the product [C:1]([O:5][C:6]([N:8]1[CH2:14][CH2:13][C:12]2[C:15]([S:20][CH2:21][C:22]3[CH:27]=[CH:26][C:25]([C:28](=[O:29])[NH:36][C:32]([CH3:35])([CH3:34])[CH3:33])=[C:24]([F:31])[CH:23]=3)=[C:16]([Cl:19])[CH:17]=[CH:18][C:11]=2[CH2:10][CH2:9]1)=[O:7])([CH3:4])([CH3:2])[CH3:3], predict the reactants needed to synthesize it. The reactants are: [C:1]([O:5][C:6]([N:8]1[CH2:14][CH2:13][C:12]2[C:15]([S:20][CH2:21][C:22]3[CH:27]=[CH:26][C:25]([C:28](O)=[O:29])=[C:24]([F:31])[CH:23]=3)=[C:16]([Cl:19])[CH:17]=[CH:18][C:11]=2[CH2:10][CH2:9]1)=[O:7])([CH3:4])([CH3:3])[CH3:2].[C:32]([NH2:36])([CH3:35])([CH3:34])[CH3:33].C(Cl)CCl.C1C=CC2N(O)N=NC=2C=1. (2) Given the product [N:37]1([C:3](=[O:5])[CH2:2][NH:1][C:6](=[O:7])[O:8][C:9]([CH3:12])([CH3:11])[CH3:10])[C:46]2[C:41](=[CH:42][CH:43]=[CH:44][CH:45]=2)[CH2:40][CH2:39][CH2:38]1, predict the reactants needed to synthesize it. The reactants are: [NH:1]([C:6]([O:8][C:9]([CH3:12])([CH3:11])[CH3:10])=[O:7])[CH2:2][C:3]([OH:5])=O.CN(C(ON1N=NC2C=CC=NC1=2)=[N+](C)C)C.F[P-](F)(F)(F)(F)F.[NH:37]1[C:46]2[C:41](=[CH:42][CH:43]=[CH:44][CH:45]=2)[CH2:40][CH2:39][CH2:38]1.CCN(C(C)C)C(C)C. (3) Given the product [NH2:17][C:11]1[N:10]=[C:9]([NH2:18])[C:8]2[C:13](=[CH:14][CH:15]=[CH:16][C:7]=2[N:1]2[CH2:6][CH2:5][N:4]([C:19]([C:20]3[CH:25]=[CH:24][CH:23]=[CH:22][CH:21]=3)=[O:26])[CH2:3][CH2:2]2)[N:12]=1, predict the reactants needed to synthesize it. The reactants are: [N:1]1([C:7]2[CH:16]=[CH:15][CH:14]=[C:13]3[C:8]=2[C:9]([NH2:18])=[N:10][C:11]([NH2:17])=[N:12]3)[CH2:6][CH2:5][NH:4][CH2:3][CH2:2]1.[C:19](Cl)(=[O:26])[C:20]1[CH:25]=[CH:24][CH:23]=[CH:22][CH:21]=1. (4) The reactants are: [CH3:1][O:2][C:3](=[O:22])[C:4]1[CH:13]=[C:12]([O:14][C:15]2[CH:20]=[CH:19][CH:18]=[CH:17][C:16]=2[NH2:21])[CH:11]=[C:6]([C:7]([O:9][CH3:10])=[O:8])[CH:5]=1.[N+:23]([C:26]1[CH:27]=[C:28]([CH:32]=[CH:33][CH:34]=1)[C:29](Cl)=[O:30])([O-:25])=[O:24]. Given the product [CH3:1][O:2][C:3](=[O:22])[C:4]1[CH:13]=[C:12]([O:14][C:15]2[CH:20]=[CH:19][CH:18]=[CH:17][C:16]=2[NH:21][C:29](=[O:30])[C:28]2[CH:32]=[CH:33][CH:34]=[C:26]([N+:23]([O-:25])=[O:24])[CH:27]=2)[CH:11]=[C:6]([C:7]([O:9][CH3:10])=[O:8])[CH:5]=1, predict the reactants needed to synthesize it.